This data is from Full USPTO retrosynthesis dataset with 1.9M reactions from patents (1976-2016). The task is: Predict the reactants needed to synthesize the given product. (1) Given the product [CH3:21][C:14]1[C:15]([C:16]([O:18][CH2:19][CH3:20])=[O:17])=[CH:11][S:12][C:13]=1[CH3:22], predict the reactants needed to synthesize it. The reactants are: N(OC(C)(C)C)=O.CO.N[C:11]1[S:12][C:13]([CH3:22])=[C:14]([CH3:21])[C:15]=1[C:16]([O:18][CH2:19][CH3:20])=[O:17].O. (2) Given the product [F:14][C:13]([F:16])([F:15])[C:11]1[CH:10]=[C:9]([C:17]2[CH:22]=[CH:21][CH:20]=[C:19]([C:23]([F:26])([F:25])[F:24])[CH:18]=2)[N:8]=[C:7]([N:5]2[CH:6]=[C:2]([C:31]3[CH:32]=[CH:33][C:28]([NH2:27])=[N:29][CH:30]=3)[N:3]=[CH:4]2)[N:12]=1, predict the reactants needed to synthesize it. The reactants are: I[C:2]1[N:3]=[CH:4][N:5]([C:7]2[N:12]=[C:11]([C:13]([F:16])([F:15])[F:14])[CH:10]=[C:9]([C:17]3[CH:22]=[CH:21][CH:20]=[C:19]([C:23]([F:26])([F:25])[F:24])[CH:18]=3)[N:8]=2)[CH:6]=1.[NH2:27][C:28]1[CH:33]=[CH:32][C:31](B2OC(C)(C)C(C)(C)O2)=[CH:30][N:29]=1. (3) Given the product [Cl:1][C:2]1[CH:3]=[N:4][N:5]([CH2:10][CH3:11])[C:6]=1[C:7]([NH:34][C:25]1[CH:26]=[C:27]([Sn:30]([CH3:33])([CH3:32])[CH3:31])[CH:28]=[C:29]2[C:24]=1[CH:23]=[N:22][N:21]2[S:18]([C:12]1[CH:17]=[CH:16][CH:15]=[CH:14][CH:13]=1)(=[O:20])=[O:19])=[O:8], predict the reactants needed to synthesize it. The reactants are: [Cl:1][C:2]1[CH:3]=[N:4][N:5]([CH2:10][CH3:11])[C:6]=1[C:7](Cl)=[O:8].[C:12]1([S:18]([N:21]2[C:29]3[CH:28]=[C:27]([Sn:30]([CH3:33])([CH3:32])[CH3:31])[CH:26]=[C:25]([NH2:34])[C:24]=3[CH:23]=[N:22]2)(=[O:20])=[O:19])[CH:17]=[CH:16][CH:15]=[CH:14][CH:13]=1.C(=O)(O)[O-].[Na+]. (4) Given the product [NH:1]1[CH:5]=[CH:4][N:3]=[C:2]1[CH:6]1[CH2:7][CH2:8][N:9]([C:12]([O:14][C:15]([CH3:18])([CH3:17])[CH3:16])=[O:13])[CH2:10][CH2:11]1, predict the reactants needed to synthesize it. The reactants are: [NH:1]1[CH:5]=[CH:4][N:3]=[C:2]1[C:6]1[CH2:11][CH2:10][N:9]([C:12]([O:14][C:15]([CH3:18])([CH3:17])[CH3:16])=[O:13])[CH2:8][CH:7]=1. (5) Given the product [F:33][C:32]([F:35])([F:34])[C:30]([OH:36])=[O:31].[CH2:18]1[C:17]2([CH2:22][CH2:21][NH:20][CH2:19]2)[CH2:16][CH:15]1[N:12]1[CH2:11][CH2:10][CH:9]([C:7]([NH:6][C:2]2([CH3:1])[CH2:5][CH2:4][CH2:3]2)=[O:8])[CH2:14][CH2:13]1, predict the reactants needed to synthesize it. The reactants are: [CH3:1][C:2]1([NH:6][C:7]([CH:9]2[CH2:14][CH2:13][N:12]([CH:15]3[CH2:18][C:17]4([CH2:22][CH2:21][N:20](C(OC(C)(C)C)=O)[CH2:19]4)[CH2:16]3)[CH2:11][CH2:10]2)=[O:8])[CH2:5][CH2:4][CH2:3]1.[C:30]([OH:36])([C:32]([F:35])([F:34])[F:33])=[O:31].